Task: Predict the reactants needed to synthesize the given product.. Dataset: Full USPTO retrosynthesis dataset with 1.9M reactions from patents (1976-2016) (1) The reactants are: [Cl:1][C:2]1[CH:3]=[CH:4][C:5]([NH:8][C@H:9]2[C:18]3[C:13](=[CH:14][CH:15]=[CH:16][CH:17]=3)[N:12]([C:19]([C:21]3[CH:26]=[CH:25][CH:24]=[C:23]([O:27][CH3:28])[CH:22]=3)=[O:20])[C@@H:11]([CH3:29])[CH2:10]2)=[N:6][CH:7]=1.[C:30](Cl)(=[O:33])[CH2:31]C. Given the product [Cl:1][C:2]1[CH:3]=[CH:4][C:5]([N:8]([C@H:9]2[C:18]3[C:13](=[CH:14][CH:15]=[CH:16][CH:17]=3)[N:12]([C:19](=[O:20])[C:21]3[CH:26]=[CH:25][CH:24]=[C:23]([O:27][CH3:28])[CH:22]=3)[C@@H:11]([CH3:29])[CH2:10]2)[C:30](=[O:33])[CH3:31])=[N:6][CH:7]=1, predict the reactants needed to synthesize it. (2) Given the product [Cl:30][C:18]1[CH:17]=[C:16]([NH:15][C:7]2[C:6]3[C:11](=[CH:12][CH:13]=[CH:14][C:5]=3[O:4][C@H:3]([CH3:31])[CH2:2][NH:1][C:34](=[O:35])[C@@H:33]([OH:32])[CH2:38][CH2:37][OH:36])[N:10]=[CH:9][N:8]=2)[CH:21]=[CH:20][C:19]=1[O:22][CH2:23][C:24]1[CH:29]=[CH:28][CH:27]=[CH:26][N:25]=1, predict the reactants needed to synthesize it. The reactants are: [NH2:1][CH2:2][C@@H:3]([CH3:31])[O:4][C:5]1[CH:14]=[CH:13][CH:12]=[C:11]2[C:6]=1[C:7]([NH:15][C:16]1[CH:21]=[CH:20][C:19]([O:22][CH2:23][C:24]3[CH:29]=[CH:28][CH:27]=[CH:26][N:25]=3)=[C:18]([Cl:30])[CH:17]=1)=[N:8][CH:9]=[N:10]2.[OH:32][C@H:33]1[CH2:38][CH2:37][O:36][C:34]1=[O:35]. (3) Given the product [ClH:25].[ClH:25].[C@H:28]1([CH2:38][N:39]2[CH2:44][CH2:43][CH:42]([NH:45][C:22]([C:16]3[NH:17][C:18]4[C:14]([CH:15]=3)=[C:13]([O:12][CH2:11][C:8]3[C:7]5[C:2]([F:1])=[CH:3][CH:4]=[CH:5][C:6]=5[O:10][CH:9]=3)[CH:21]=[CH:20][CH:19]=4)=[O:24])[CH2:41][CH2:40]2)[C@@H:37]2[N:32]([CH2:33][CH2:34][CH2:35][CH2:36]2)[CH2:31][CH2:30][CH2:29]1, predict the reactants needed to synthesize it. The reactants are: [F:1][C:2]1[C:7]2[C:8]([CH2:11][O:12][C:13]3[CH:21]=[CH:20][CH:19]=[C:18]4[C:14]=3[CH:15]=[C:16]([C:22]([OH:24])=O)[NH:17]4)=[CH:9][O:10][C:6]=2[CH:5]=[CH:4][CH:3]=1.[ClH:25].Cl.Cl.[C@H:28]1([CH2:38][N:39]2[CH2:44][CH2:43][CH:42]([NH2:45])[CH2:41][CH2:40]2)[C@@H:37]2[N:32]([CH2:33][CH2:34][CH2:35][CH2:36]2)[CH2:31][CH2:30][CH2:29]1. (4) The reactants are: CS(O[CH2:6][CH2:7][N:8]1[CH:12]=[C:11]([C:13]2[CH:18]=[C:17]([C:19]([O:21]C)=[O:20])[CH:16]=[CH:15][N:14]=2)[N:10]=[CH:9]1)(=O)=O.[NH:23]1[C:32]2[C:27](=[CH:28][CH:29]=[CH:30][CH:31]=2)[CH2:26][CH2:25][CH2:24]1. Given the product [N:23]1([CH2:6][CH2:7][N:8]2[CH:12]=[C:11]([C:13]3[CH:18]=[C:17]([C:19]([OH:21])=[O:20])[CH:16]=[CH:15][N:14]=3)[N:10]=[CH:9]2)[C:32]2[C:27](=[CH:28][CH:29]=[CH:30][CH:31]=2)[CH2:26][CH2:25][CH2:24]1, predict the reactants needed to synthesize it. (5) Given the product [NH2:38][CH2:37][CH2:36][O:16][C:15](=[O:17])[C@:9]([C:25]([O:27][C:28]([CH3:31])([CH3:30])[CH3:29])=[O:26])([CH2:10][CH2:11][CH2:12][CH2:13][NH2:14])[N:8]([C:18]([O:20][C:21]([CH3:24])([CH3:23])[CH3:22])=[O:19])[C:1]([O:3][C:4]([CH3:5])([CH3:7])[CH3:6])=[O:2], predict the reactants needed to synthesize it. The reactants are: [C:1]([N:8]([C:18]([O:20][C:21]([CH3:24])([CH3:23])[CH3:22])=[O:19])[C@H:9]([C:15]([OH:17])=[O:16])[CH2:10][CH2:11][CH2:12][CH2:13][NH2:14])([O:3][C:4]([CH3:7])([CH3:6])[CH3:5])=[O:2].[C:25](C(CN)O)([O:27][C:28]([CH3:31])([CH3:30])[CH3:29])=[O:26].[CH3:36][CH2:37][N:38]=C=NCCCN(C)C.Cl.O. (6) Given the product [F:35][C:33]1[CH:32]=[C:22]([NH:23][C:24]2[CH:29]=[CH:28][C:27]([I:30])=[CH:26][C:25]=2[F:31])[C:21]([N+:36]([O-:38])=[O:37])=[C:20]([CH:34]=1)[O:1][CH2:2][CH2:3][CH:4]1[CH2:5][CH2:6][N:7]([C:10]([O:12][C:13]([CH3:16])([CH3:15])[CH3:14])=[O:11])[CH2:8][CH2:9]1, predict the reactants needed to synthesize it. The reactants are: [OH:1][CH2:2][CH2:3][CH:4]1[CH2:9][CH2:8][N:7]([C:10]([O:12][C:13]([CH3:16])([CH3:15])[CH3:14])=[O:11])[CH2:6][CH2:5]1.[H-].[Na+].F[C:20]1[C:21]([N+:36]([O-:38])=[O:37])=[C:22]([CH:32]=[C:33]([F:35])[CH:34]=1)[NH:23][C:24]1[CH:29]=[CH:28][C:27]([I:30])=[CH:26][C:25]=1[F:31]. (7) The reactants are: [N+:1]([C:4]1[CH:5]=[N:6][CH:7]=[CH:8][C:9]=1[N:10]1[CH2:15][CH2:14][N:13]([CH:16]2[CH2:20][CH2:19][O:18][CH2:17]2)[CH2:12][CH2:11]1)([O-])=O. Given the product [O:18]1[CH2:19][CH2:20][CH:16]([N:13]2[CH2:14][CH2:15][N:10]([C:9]3[CH:8]=[CH:7][N:6]=[CH:5][C:4]=3[NH2:1])[CH2:11][CH2:12]2)[CH2:17]1, predict the reactants needed to synthesize it.